This data is from Forward reaction prediction with 1.9M reactions from USPTO patents (1976-2016). The task is: Predict the product of the given reaction. (1) Given the reactants [OH:1][C:2]1[CH:7]=[CH:6][C:5]([CH2:8][C:9]([OH:11])=[O:10])=[CH:4][CH:3]=1, predict the reaction product. The product is: [OH:1][C:2]1[CH:3]=[CH:4][C:5]([CH2:8][C:9]([O:11][C:5]([CH3:8])([CH3:6])[CH3:4])=[O:10])=[CH:6][CH:7]=1. (2) Given the reactants [C:1]([O:4][CH2:5][C:6]([NH:8][C:9]1[CH:10]=[N:11][C:12]([Br:21])=[CH:13][C:14]=1[NH:15][CH:16]([CH2:18][CH2:19][CH3:20])[CH3:17])=O)(=[O:3])[CH3:2], predict the reaction product. The product is: [C:1]([O:4][CH2:5][C:6]1[N:15]([CH:16]([CH2:18][CH2:19][CH3:20])[CH3:17])[C:14]2[CH:13]=[C:12]([Br:21])[N:11]=[CH:10][C:9]=2[N:8]=1)(=[O:3])[CH3:2]. (3) Given the reactants [N:1]12[CH2:8][CH2:7][CH:4]([CH2:5][CH2:6]1)[C@@H:3]([O:9][C:10]([C:12]1([C:19]3[CH:24]=[CH:23][CH:22]=[CH:21][CH:20]=3)[CH2:18][CH2:17][CH2:16][CH2:15][CH2:14][CH2:13]1)=[O:11])[CH2:2]2.[Br:25][CH2:26][C:27]([NH:29][C:30]1[N:31]=[N:32][CH:33]=[CH:34][CH:35]=1)=[O:28], predict the reaction product. The product is: [Br-:25].[C:19]1([C:12]2([C:10]([O:9][C@@H:3]3[CH:4]4[CH2:7][CH2:8][N+:1]([CH2:26][C:27](=[O:28])[NH:29][C:30]5[N:31]=[N:32][CH:33]=[CH:34][CH:35]=5)([CH2:6][CH2:5]4)[CH2:2]3)=[O:11])[CH2:18][CH2:17][CH2:16][CH2:15][CH2:14][CH2:13]2)[CH:20]=[CH:21][CH:22]=[CH:23][CH:24]=1. (4) Given the reactants [C:1]([C:5]1[O:9][N:8]=[C:7]([NH:10][C:11]([NH:13][C:14]2[CH:19]=[CH:18][C:17]([C:20]3[N:21]=[C:22]4[N:26]([CH:27]=3)[C:25]3[CH:28]=[CH:29][C:30]([CH2:32][CH2:33][C:34]([N:36]5[CH2:41][CH2:40][N:39]([CH2:42][CH3:43])[CH2:38][CH2:37]5)=O)=[CH:31][C:24]=3[S:23]4)=[CH:16][CH:15]=2)=[O:12])[CH:6]=1)([CH3:4])([CH3:3])[CH3:2].S(C)C, predict the reaction product. The product is: [C:1]([C:5]1[O:9][N:8]=[C:7]([NH:10][C:11]([NH:13][C:14]2[CH:15]=[CH:16][C:17]([C:20]3[N:21]=[C:22]4[N:26]([CH:27]=3)[C:25]3[CH:28]=[CH:29][C:30]([CH2:32][CH2:33][CH2:34][N:36]5[CH2:41][CH2:40][N:39]([CH2:42][CH3:43])[CH2:38][CH2:37]5)=[CH:31][C:24]=3[S:23]4)=[CH:18][CH:19]=2)=[O:12])[CH:6]=1)([CH3:4])([CH3:2])[CH3:3]. (5) Given the reactants [CH2:1]([O:3][C:4](=[O:15])[CH2:5][C:6](=O)[C@H:7]([CH3:13])[C@H:8]([CH3:12])[CH2:9][CH2:10][CH3:11])[CH3:2].Cl.[O:17]([NH2:19])[CH3:18].C([O-])(=O)C.[Na+], predict the reaction product. The product is: [CH2:1]([O:3][C:4](=[O:15])/[CH:5]=[C:6](\[NH:19][O:17][CH3:18])/[C@H:7]([CH3:13])[C@H:8]([CH3:12])[CH2:9][CH2:10][CH3:11])[CH3:2]. (6) Given the reactants Cl.Cl.[Cl:3][C:4]1[CH:5]=[C:6]([N:10]2[C:25](=[O:26])[C:14]3[CH:15]=[N:16][C:17]4[C:18]([O:23][CH3:24])=[CH:19][CH:20]=[CH:21][C:22]=4[C:13]=3[N:12]([CH:27]3[CH2:32][CH2:31][NH:30][CH2:29][CH2:28]3)[C:11]2=[O:33])[CH:7]=[CH:8][CH:9]=1.[CH2:34]([N:36]=[C:37]=[O:38])[CH3:35], predict the reaction product. The product is: [CH2:34]([NH:36][C:37]([N:30]1[CH2:31][CH2:32][CH:27]([N:12]2[C:13]3[C:22]4[CH:21]=[CH:20][CH:19]=[C:18]([O:23][CH3:24])[C:17]=4[N:16]=[CH:15][C:14]=3[C:25](=[O:26])[N:10]([C:6]3[CH:7]=[CH:8][CH:9]=[C:4]([Cl:3])[CH:5]=3)[C:11]2=[O:33])[CH2:28][CH2:29]1)=[O:38])[CH3:35].